Task: Predict the reaction yield, written as a fraction of the theoretical maximum amount of product (1.0 means a 100% yield; for example, 0.34 means a 34% yield).. Dataset: Reaction yield outcomes from USPTO patents with 853,638 reactions (1) The reactants are [NH2:1][C:2]1[C:7]([S:8][CH2:9][CH2:10][C:11]([CH3:14])([OH:13])[CH3:12])=[CH:6][C:5]([Br:15])=[CH:4][N:3]=1.CC(C)=[O:18].[OH2:20].S([O-])(O[O-])(=O)=O.[K+].[K+]. The catalyst is CO. The product is [NH2:1][C:2]1[C:7]([S:8]([CH2:9][CH2:10][C:11]([CH3:12])([OH:13])[CH3:14])(=[O:18])=[O:20])=[CH:6][C:5]([Br:15])=[CH:4][N:3]=1. The yield is 0.480. (2) The reactants are [CH2:1]([C:3]1[CH:8]=[CH:7][C:6]([C:9]2[CH:17]=[C:16]3[C:12]([CH2:13][C:14](=[O:18])[NH:15]3)=[CH:11][CH:10]=2)=[CH:5][CH:4]=1)[CH3:2].[N:19]1([CH2:24][CH2:25][NH:26][C:27]([C:29]2[C:33]([CH3:34])=[C:32]([CH:35]=O)[NH:31][C:30]=2[CH3:37])=[O:28])[CH2:23][CH2:22][CH2:21][CH2:20]1. No catalyst specified. The product is [N:19]1([CH2:24][CH2:25][NH:26][C:27]([C:29]2[C:33]([CH3:34])=[C:32]([CH:35]=[C:13]3[C:12]4[C:16](=[CH:17][C:9]([C:6]5[CH:5]=[CH:4][C:3]([CH2:1][CH3:2])=[CH:8][CH:7]=5)=[CH:10][CH:11]=4)[NH:15][C:14]3=[O:18])[NH:31][C:30]=2[CH3:37])=[O:28])[CH2:23][CH2:22][CH2:21][CH2:20]1. The yield is 0.650.